From a dataset of Forward reaction prediction with 1.9M reactions from USPTO patents (1976-2016). Predict the product of the given reaction. (1) Given the reactants [O:1]1[CH2:6][CH2:5][CH:4]([NH:7][C:8]2[CH:13]=[CH:12][CH:11]=[CH:10][C:9]=2[OH:14])[CH2:3][CH2:2]1.[Br:15]N1C(=O)CCC1=O, predict the reaction product. The product is: [Br:15][C:11]1[CH:12]=[CH:13][C:8]([NH:7][CH:4]2[CH2:3][CH2:2][O:1][CH2:6][CH2:5]2)=[C:9]([OH:14])[CH:10]=1. (2) Given the reactants [OH:1][C:2]1[CH:9]=[CH:8][C:5]([CH:6]=[O:7])=[CH:4][CH:3]=1.F[C:11]1[CH:16]=[CH:15][CH:14]=[CH:13][N:12]=1.[H-].[Na+], predict the reaction product. The product is: [N:12]1[CH:13]=[CH:14][CH:15]=[CH:16][C:11]=1[O:1][C:2]1[CH:9]=[CH:8][C:5]([CH:6]=[O:7])=[CH:4][CH:3]=1. (3) Given the reactants [OH-].[Na+].C[O:4][C:5](=[O:44])[C:6]1[CH:11]=[CH:10][C:9]([CH2:12][CH2:13][S:14]([N:17]2[CH2:42][CH2:41][C:20]3([N:24]=[C:23]([C:25]4[CH:30]=[C:29]([C:31]([F:34])([F:33])[F:32])[CH:28]=[C:27]([O:35][CH2:36][CH2:37][CH:38]=[CH2:39])[CH:26]=4)[NH:22][C:21]3=[O:40])[CH2:19][CH2:18]2)(=[O:16])=[O:15])=[C:8]([CH3:43])[CH:7]=1, predict the reaction product. The product is: [CH2:36]([O:35][C:27]1[CH:26]=[C:25]([C:23]2[NH:22][C:21](=[O:40])[C:20]3([CH2:41][CH2:42][N:17]([S:14]([CH2:13][CH2:12][C:9]4[CH:10]=[CH:11][C:6]([C:5]([OH:44])=[O:4])=[CH:7][C:8]=4[CH3:43])(=[O:16])=[O:15])[CH2:18][CH2:19]3)[N:24]=2)[CH:30]=[C:29]([C:31]([F:33])([F:34])[F:32])[CH:28]=1)[CH2:37][CH:38]=[CH2:39]. (4) Given the reactants [CH2:1]([O:3][C:4]([C:6]1[NH:7][C:8]2[C:13]([CH:14]=1)=[CH:12][C:11]([N+:15]([O-])=O)=[CH:10][CH:9]=2)=[O:5])[CH3:2].CCN=C=NCCCN(C)C.Cl.Cl.[CH3:31][N:32]([CH3:37])[CH2:33][C:34](O)=[O:35].C([O-])(O)=O.[Na+], predict the reaction product. The product is: [CH2:1]([O:3][C:4]([C:6]1[NH:7][C:8]2[C:13]([CH:14]=1)=[CH:12][C:11]([NH:15][C:34](=[O:35])[CH2:33][N:32]([CH3:37])[CH3:31])=[CH:10][CH:9]=2)=[O:5])[CH3:2].